From a dataset of NCI-60 drug combinations with 297,098 pairs across 59 cell lines. Regression. Given two drug SMILES strings and cell line genomic features, predict the synergy score measuring deviation from expected non-interaction effect. (1) Drug 1: COC1=NC(=NC2=C1N=CN2C3C(C(C(O3)CO)O)O)N. Drug 2: COC1=C2C(=CC3=C1OC=C3)C=CC(=O)O2. Cell line: K-562. Synergy scores: CSS=0.0680, Synergy_ZIP=4.82, Synergy_Bliss=5.84, Synergy_Loewe=-1.86, Synergy_HSA=-0.774. (2) Drug 1: CC1=C(C=C(C=C1)NC(=O)C2=CC=C(C=C2)CN3CCN(CC3)C)NC4=NC=CC(=N4)C5=CN=CC=C5. Drug 2: CC1CCC2CC(C(=CC=CC=CC(CC(C(=O)C(C(C(=CC(C(=O)CC(OC(=O)C3CCCCN3C(=O)C(=O)C1(O2)O)C(C)CC4CCC(C(C4)OC)O)C)C)O)OC)C)C)C)OC. Cell line: NCI-H522. Synergy scores: CSS=-4.98, Synergy_ZIP=1.37, Synergy_Bliss=0.00738, Synergy_Loewe=-4.13, Synergy_HSA=-4.15.